From a dataset of Reaction yield outcomes from USPTO patents with 853,638 reactions. Predict the reaction yield, written as a fraction of the theoretical maximum amount of product (1.0 means a 100% yield; for example, 0.34 means a 34% yield). The reactants are [C:1]([NH:7][C:8]1[CH:13]=[CH:12][CH:11]=[CH:10][CH:9]=1)(=[O:6])[CH2:2]C(C)=O.[N:14]([O-])=[O:15].[Na+].S(=O)(=O)(O)O. The catalyst is [OH-].[Na+]. The product is [OH:15][N:14]=[CH:2][C:1]([NH:7][C:8]1[CH:13]=[CH:12][CH:11]=[CH:10][CH:9]=1)=[O:6]. The yield is 0.780.